From a dataset of NCI-60 drug combinations with 297,098 pairs across 59 cell lines. Regression. Given two drug SMILES strings and cell line genomic features, predict the synergy score measuring deviation from expected non-interaction effect. (1) Drug 1: CC1CCC2CC(C(=CC=CC=CC(CC(C(=O)C(C(C(=CC(C(=O)CC(OC(=O)C3CCCCN3C(=O)C(=O)C1(O2)O)C(C)CC4CCC(C(C4)OC)O)C)C)O)OC)C)C)C)OC. Drug 2: CN(C(=O)NC(C=O)C(C(C(CO)O)O)O)N=O. Cell line: OVCAR-4. Synergy scores: CSS=4.80, Synergy_ZIP=-5.54, Synergy_Bliss=-0.945, Synergy_Loewe=-22.3, Synergy_HSA=-2.14. (2) Drug 1: CC1=C(C(CCC1)(C)C)C=CC(=CC=CC(=CC(=O)O)C)C. Drug 2: CC1C(C(CC(O1)OC2CC(CC3=C2C(=C4C(=C3O)C(=O)C5=CC=CC=C5C4=O)O)(C(=O)C)O)N)O. Cell line: HOP-62. Synergy scores: CSS=44.4, Synergy_ZIP=-0.659, Synergy_Bliss=-0.935, Synergy_Loewe=-9.26, Synergy_HSA=1.54. (3) Drug 2: C1C(C(OC1N2C=NC3=C2NC=NCC3O)CO)O. Synergy scores: CSS=24.7, Synergy_ZIP=-5.41, Synergy_Bliss=-0.857, Synergy_Loewe=-40.8, Synergy_HSA=0.0231. Cell line: HS 578T. Drug 1: CC1CCC2CC(C(=CC=CC=CC(CC(C(=O)C(C(C(=CC(C(=O)CC(OC(=O)C3CCCCN3C(=O)C(=O)C1(O2)O)C(C)CC4CCC(C(C4)OC)O)C)C)O)OC)C)C)C)OC. (4) Drug 1: CC1C(C(=O)NC(C(=O)N2CCCC2C(=O)N(CC(=O)N(C(C(=O)O1)C(C)C)C)C)C(C)C)NC(=O)C3=C4C(=C(C=C3)C)OC5=C(C(=O)C(=C(C5=N4)C(=O)NC6C(OC(=O)C(N(C(=O)CN(C(=O)C7CCCN7C(=O)C(NC6=O)C(C)C)C)C)C(C)C)C)N)C. Drug 2: CC1C(C(CC(O1)OC2CC(OC(C2O)C)OC3=CC4=CC5=C(C(=O)C(C(C5)C(C(=O)C(C(C)O)O)OC)OC6CC(C(C(O6)C)O)OC7CC(C(C(O7)C)O)OC8CC(C(C(O8)C)O)(C)O)C(=C4C(=C3C)O)O)O)O. Cell line: OVCAR-5. Synergy scores: CSS=33.1, Synergy_ZIP=4.28, Synergy_Bliss=6.56, Synergy_Loewe=6.54, Synergy_HSA=7.53. (5) Drug 1: C1CC(=O)NC(=O)C1N2C(=O)C3=CC=CC=C3C2=O. Drug 2: C1CNP(=O)(OC1)N(CCCl)CCCl. Cell line: IGROV1. Synergy scores: CSS=-1.33, Synergy_ZIP=-0.961, Synergy_Bliss=-3.13, Synergy_Loewe=-1.67, Synergy_HSA=-2.22.